From a dataset of Reaction yield outcomes from USPTO patents with 853,638 reactions. Predict the reaction yield, written as a fraction of the theoretical maximum amount of product (1.0 means a 100% yield; for example, 0.34 means a 34% yield). The reactants are [CH3:1][N:2]([CH3:25])[CH:3]1[CH2:7][CH2:6][N:5]([C:8]2[N:13]=[CH:12][C:11]([C:14]3[N:18]4[CH:19]=[CH:20][CH:21]=[CH:22][C:17]4=[N:16][C:15]=3[CH:23]=O)=[CH:10][CH:9]=2)[CH2:4]1.[CH3:26][NH:27][C@@H:28]1[C:37]2[N:36]=[CH:35][CH:34]=[CH:33][C:32]=2[CH2:31][CH2:30][CH2:29]1.CN(CC1N=C2C=CC=CN2C=1C1C=CN=CC=1)[C@@H]1C2N=CC=CC=2CCC1. No catalyst specified. The product is [CH3:1][N:2]([CH3:25])[CH:3]1[CH2:7][CH2:6][N:5]([C:8]2[N:13]=[CH:12][C:11]([C:14]3[N:18]4[CH:19]=[CH:20][CH:21]=[CH:22][C:17]4=[N:16][C:15]=3[CH2:23][N:27]([CH3:26])[C@@H:28]3[C:37]4[N:36]=[CH:35][CH:34]=[CH:33][C:32]=4[CH2:31][CH2:30][CH2:29]3)=[CH:10][CH:9]=2)[CH2:4]1. The yield is 0.470.